Task: Regression. Given a peptide amino acid sequence and an MHC pseudo amino acid sequence, predict their binding affinity value. This is MHC class I binding data.. Dataset: Peptide-MHC class I binding affinity with 185,985 pairs from IEDB/IMGT (1) The peptide sequence is RPNNNTRKSI. The MHC is HLA-A03:01 with pseudo-sequence HLA-A03:01. The binding affinity (normalized) is 0.199. (2) The peptide sequence is RAFPHCLAFSY. The MHC is Patr-B0101 with pseudo-sequence Patr-B0101. The binding affinity (normalized) is 0.433. (3) The peptide sequence is ATNDGLIKK. The MHC is HLA-A02:06 with pseudo-sequence HLA-A02:06. The binding affinity (normalized) is 0.0847. (4) The peptide sequence is TVRDGQLEV. The MHC is HLA-A30:01 with pseudo-sequence HLA-A30:01. The binding affinity (normalized) is 0.764. (5) The peptide sequence is TTDVKAAVI. The MHC is HLA-A30:02 with pseudo-sequence HLA-A30:02. The binding affinity (normalized) is 0.0690. (6) The peptide sequence is WQQVPFCSH. The MHC is HLA-B15:01 with pseudo-sequence HLA-B15:01. The binding affinity (normalized) is 0.572. (7) The MHC is Mamu-B1001 with pseudo-sequence Mamu-B1001. The binding affinity (normalized) is 0.304. The peptide sequence is NHLPRELIF. (8) The peptide sequence is IEDDEIIWV. The MHC is HLA-A26:01 with pseudo-sequence HLA-A26:01. The binding affinity (normalized) is 0.0847.